From a dataset of Full USPTO retrosynthesis dataset with 1.9M reactions from patents (1976-2016). Predict the reactants needed to synthesize the given product. (1) Given the product [Cl:20][C:21]1[CH:22]=[C:23]([CH:26]=[CH:27][CH:28]=1)[CH2:24][NH:1][C:2]1[CH:10]=[CH:9][CH:8]=[C:7]2[C:3]=1[CH2:4][N:5]([CH:12]1[CH2:17][CH2:16][C:15](=[O:18])[NH:14][C:13]1=[O:19])[C:6]2=[O:11], predict the reactants needed to synthesize it. The reactants are: [NH2:1][C:2]1[CH:10]=[CH:9][CH:8]=[C:7]2[C:3]=1[CH2:4][N:5]([CH:12]1[CH2:17][CH2:16][C:15](=[O:18])[NH:14][C:13]1=[O:19])[C:6]2=[O:11].[Cl:20][C:21]1[CH:22]=[C:23]([CH:26]=[CH:27][CH:28]=1)[CH:24]=O.C(O[BH-](OC(=O)C)OC(=O)C)(=O)C.[Na+]. (2) Given the product [K+:17].[CH3:9][CH:8]([CH3:10])[CH2:7][C@H:6]([CH2:11][N+:12]([O-:14])=[O:13])[CH2:5][C:4]([O-:15])=[O:3], predict the reactants needed to synthesize it. The reactants are: C([O:3][C:4](=[O:15])[CH2:5][C@@H:6]([CH2:11][N+:12]([O-:14])=[O:13])[CH2:7][CH:8]([CH3:10])[CH3:9])C.[OH-].[K+:17].Cl.[Cl-].[K+].